From a dataset of Reaction yield outcomes from USPTO patents with 853,638 reactions. Predict the reaction yield, written as a fraction of the theoretical maximum amount of product (1.0 means a 100% yield; for example, 0.34 means a 34% yield). (1) The reactants are [CH3:1][O:2][C:3](=[O:20])[C:4]([C:7]1[CH:12]=[CH:11][C:10]([CH2:13][CH2:14]OS(C)(=O)=O)=[CH:9][CH:8]=1)([CH3:6])[CH3:5].C(=O)([O-])[O-].[Na+].[Na+].[NH:27]1[CH2:32][CH2:31][CH:30]([C:33]2[NH:37][C:36]3[CH:38]=[CH:39][CH:40]=[CH:41][C:35]=3[N:34]=2)[CH2:29][CH2:28]1.CO. The catalyst is O. The product is [CH3:1][O:2][C:3](=[O:20])[C:4]([C:7]1[CH:12]=[CH:11][C:10]([CH2:13][CH2:14][N:27]2[CH2:28][CH2:29][CH:30]([C:33]3[NH:34][C:35]4[CH:41]=[CH:40][CH:39]=[CH:38][C:36]=4[N:37]=3)[CH2:31][CH2:32]2)=[CH:9][CH:8]=1)([CH3:6])[CH3:5]. The yield is 0.850. (2) The reactants are C(N1C=CN=C1)(N1C=CN=C1)=[O:2].[CH2:13]1[C:21]2[C:16](=[CH:17][CH:18]=[CH:19][CH:20]=2)[CH2:15][CH:14]1[C@H:22]1[NH:27][C:26](=[O:28])[C@@H:25]([C@@H:29]([CH3:32])[CH2:30][CH3:31])[N:24]([CH:33]([C:44]2[N:45]=[C:46]([CH3:49])[O:47][CH:48]=2)[C:34](NC2C=CC=CC=2O)=[O:35])[C:23]1=[O:50]. The catalyst is ClCCl. The product is [CH2:15]1[C:16]2[C:21](=[CH:20][CH:19]=[CH:18][CH:17]=2)[CH2:13][CH:14]1[C@H:22]1[NH:27][C:26](=[O:28])[C@@H:25]([C@@H:29]([CH3:32])[CH2:30][CH3:31])[N:24]([CH:33]([C:44]2[N:45]=[C:46]([CH3:49])[O:47][CH:48]=2)[C:34]([OH:35])=[O:2])[C:23]1=[O:50]. The yield is 0.730. (3) The reactants are [CH3:1][Si:2]([CH3:19])([CH3:18])[CH2:3][CH2:4][O:5][CH2:6][N:7]1[C:11]2[CH:12]=[CH:13][CH:14]=[CH:15][C:10]=2[N:9]=[C:8]1[CH:16]=O.[NH2:20][CH:21]1[C:30]2[N:29]=[CH:28][CH:27]=[CH:26][C:25]=2[CH2:24][CH2:23][CH2:22]1.[BH4-].[Na+]. The catalyst is CO. The product is [CH3:1][Si:2]([CH3:19])([CH3:18])[CH2:3][CH2:4][O:5][CH2:6][N:7]1[C:11]2[CH:12]=[CH:13][CH:14]=[CH:15][C:10]=2[N:9]=[C:8]1[CH2:16][NH:20][CH:21]1[C:30]2[N:29]=[CH:28][CH:27]=[CH:26][C:25]=2[CH2:24][CH2:23][CH2:22]1. The yield is 0.980. (4) The reactants are [F:1][C:2]1[CH:7]=[CH:6][C:5]([C:8]2[CH:9]([C:20]3[CH:25]=[CH:24][C:23]([I:26])=[CH:22][CH:21]=3)[O:10][C:11]3[C:16]([C:17]=2[CH3:18])=[CH:15][CH:14]=[C:13]([OH:19])[CH:12]=3)=[CH:4][CH:3]=1.[O:27]1[CH:32]=[CH:31][CH2:30][CH2:29][CH2:28]1.CC1C=CC(S([O-])(=O)=O)=CC=1.C1C=C[NH+]=CC=1. The catalyst is C(Cl)Cl. The product is [F:1][C:2]1[CH:7]=[CH:6][C:5]([C:8]2[CH:9]([C:20]3[CH:21]=[CH:22][C:23]([I:26])=[CH:24][CH:25]=3)[O:10][C:11]3[C:16]([C:17]=2[CH3:18])=[CH:15][CH:14]=[C:13]([O:19][CH:28]2[CH2:29][CH2:30][CH2:31][CH2:32][O:27]2)[CH:12]=3)=[CH:4][CH:3]=1. The yield is 0.590. (5) The reactants are [F:1][C:2]1[CH:7]=[C:6]([I:8])[CH:5]=[CH:4][C:3]=1[NH:9][C:10]1[CH2:14][S:13][CH2:12][C:11]=1[C:15]([O:17][CH3:18])=[O:16].ClC1C(=O)C(Cl)=C(Cl)C(=O)C=1Cl. The catalyst is C1(C)C=CC=CC=1. The product is [F:1][C:2]1[CH:7]=[C:6]([I:8])[CH:5]=[CH:4][C:3]=1[NH:9][C:10]1[C:11]([C:15]([O:17][CH3:18])=[O:16])=[CH:12][S:13][CH:14]=1. The yield is 0.620. (6) The reactants are [CH3:1][O:2][C:3]([C:5]1[CH:10]=[CH:9][C:8](Br)=[CH:7][N:6]=1)=[O:4].[F:12][C:13]1[CH:14]=[C:15]([C:19]#[CH:20])[CH:16]=[CH:17][CH:18]=1.C(N(CC)CC)C. The catalyst is CN(C=O)C.C1C=CC(P(C2C=CC=CC=2)C2C=CC=CC=2)=CC=1.C1C=CC(P(C2C=CC=CC=2)C2C=CC=CC=2)=CC=1.Cl[Pd]Cl.[Cu]I.C1(P(C2C=CC=CC=2)C2C=CC=CC=2)C=CC=CC=1. The product is [CH3:1][O:2][C:3]([C:5]1[CH:10]=[CH:9][C:8]([C:20]#[C:19][C:15]2[CH:16]=[CH:17][CH:18]=[C:13]([F:12])[CH:14]=2)=[CH:7][N:6]=1)=[O:4]. The yield is 0.660. (7) The reactants are [F:1][C:2]1[CH:22]=[CH:21][C:5]([CH2:6][C@@H:7]2[CH2:12][CH2:11][CH2:10][N:9]([CH:13]3[CH:20]4[CH:16]([CH2:17][NH:18][CH2:19]4)[CH2:15][CH2:14]3)[CH2:8]2)=[CH:4][CH:3]=1.C1([O:29][C:30](=O)[NH:31][C:32]2[CH:37]=[C:36]([C:38]3[N:42]([CH3:43])[N:41]=[N:40][N:39]=3)[CH:35]=[C:34]([CH2:44][CH3:45])[CH:33]=2)C=CC=CC=1.C(N(CC)CC)C.C(#N)C. The catalyst is C(OCC)(=O)C. The product is [CH2:44]([C:34]1[CH:33]=[C:32]([NH:31][C:30]([N:18]2[CH2:19][CH:20]3[CH:13]([N:9]4[CH2:10][CH2:11][CH2:12][C@@H:7]([CH2:6][C:5]5[CH:4]=[CH:3][C:2]([F:1])=[CH:22][CH:21]=5)[CH2:8]4)[CH2:14][CH2:15][CH:16]3[CH2:17]2)=[O:29])[CH:37]=[C:36]([C:38]2[N:42]([CH3:43])[N:41]=[N:40][N:39]=2)[CH:35]=1)[CH3:45]. The yield is 0.750. (8) The catalyst is O1CCCC1. The yield is 0.610. The product is [CH3:20][C:21]1[CH:22]=[C:23]([CH:24]([C:2]2[C:7]([CH3:8])=[CH:6][CH:5]=[CH:4][N:3]=2)[OH:25])[O:26][C:27]=1[CH3:28]. The reactants are Br[C:2]1[C:7]([CH3:8])=[CH:6][CH:5]=[CH:4][N:3]=1.C([Li])CCC.CCCCCC.[CH3:20][C:21]1[CH:22]=[C:23]([O:26][C:27]=1[CH3:28])[CH:24]=[O:25].O.